This data is from Forward reaction prediction with 1.9M reactions from USPTO patents (1976-2016). The task is: Predict the product of the given reaction. (1) Given the reactants O[C:2]1[C:3]2[N:11]=[CH:10][CH:9]=[C:8]([C:12]([NH2:14])=[O:13])[C:4]=2[N:5]=[CH:6][N:7]=1.Cl.Cl.[N:17]1([CH2:21][C@@H:22]([NH2:32])[C:23]2[CH:28]=[CH:27][C:26]([CH:29]([CH3:31])[CH3:30])=[CH:25][CH:24]=2)[CH2:20][CH2:19][CH2:18]1, predict the reaction product. The product is: [N:17]1([CH2:21][C@@H:22]([NH:32][C:2]2[C:3]3[N:11]=[CH:10][CH:9]=[C:8]([C:12]([NH2:14])=[O:13])[C:4]=3[N:5]=[CH:6][N:7]=2)[C:23]2[CH:28]=[CH:27][C:26]([CH:29]([CH3:30])[CH3:31])=[CH:25][CH:24]=2)[CH2:20][CH2:19][CH2:18]1. (2) The product is: [CH2:24]([O:31][C:32]1[CH:37]=[CH:36][N:35]([C:2]2[CH:23]=[CH:22][C:5]3[C:6]4[CH:13]5[N:14]([C:15]([O:17][C:18]([CH3:21])([CH3:20])[CH3:19])=[O:16])[CH:10]([CH2:11][CH2:12]5)[CH2:9][C:7]=4[O:8][C:4]=3[CH:3]=2)[C:34](=[O:38])[CH:33]=1)[C:25]1[CH:26]=[CH:27][CH:28]=[CH:29][CH:30]=1. Given the reactants Br[C:2]1[CH:23]=[CH:22][C:5]2[C:6]3[CH:13]4[N:14]([C:15]([O:17][C:18]([CH3:21])([CH3:20])[CH3:19])=[O:16])[CH:10]([CH2:11][CH2:12]4)[CH2:9][C:7]=3[O:8][C:4]=2[CH:3]=1.[CH2:24]([O:31][C:32]1[CH:37]=[CH:36][NH:35][C:34](=[O:38])[CH:33]=1)[C:25]1[CH:30]=[CH:29][CH:28]=[CH:27][CH:26]=1, predict the reaction product.